Dataset: Reaction yield outcomes from USPTO patents with 853,638 reactions. Task: Predict the reaction yield, written as a fraction of the theoretical maximum amount of product (1.0 means a 100% yield; for example, 0.34 means a 34% yield). The reactants are C[Li].Br[C:4]1[CH:9]=[CH:8][C:7]([C:10]2[O:11][CH:12]=[N:13][N:14]=2)=[CH:6][CH:5]=1.C([Li])CCC.C([O:23][B:24](OC(C)C)[O:25]C(C)C)(C)C. The catalyst is O1CCCC1.O.C(O)(=O)C. The product is [O:11]1[CH:12]=[N:13][N:14]=[C:10]1[C:7]1[CH:8]=[CH:9][C:4]([B:24]([OH:25])[OH:23])=[CH:5][CH:6]=1. The yield is 0.820.